This data is from Forward reaction prediction with 1.9M reactions from USPTO patents (1976-2016). The task is: Predict the product of the given reaction. (1) Given the reactants Br[CH2:2][C:3]([C:5]1[CH:6]=[C:7]([CH:11]=[CH:12][CH:13]=1)[C:8]([OH:10])=[O:9])=O.[CH:14]([NH2:16])=[S:15].[CH3:17]CO, predict the reaction product. The product is: [CH3:17][O:10][C:8](=[O:9])[C:7]1[CH:11]=[CH:12][CH:13]=[C:5]([C:3]2[N:16]=[CH:14][S:15][CH:2]=2)[CH:6]=1. (2) Given the reactants [CH3:1][N:2]([CH3:30])[CH2:3][CH2:4][CH2:5][NH:6][C:7]1[CH:8]=[C:9]([C:16]([CH3:29])([CH3:28])[C:17]([N:19]([CH2:24][CH:25]([CH3:27])[CH3:26])[CH2:20][CH:21]([CH3:23])[CH3:22])=[O:18])[CH:10]=[CH:11][C:12]=1[N+:13]([O-])=O, predict the reaction product. The product is: [NH2:13][C:12]1[CH:11]=[CH:10][C:9]([C:16]([CH3:29])([CH3:28])[C:17]([N:19]([CH2:20][CH:21]([CH3:22])[CH3:23])[CH2:24][CH:25]([CH3:26])[CH3:27])=[O:18])=[CH:8][C:7]=1[NH:6][CH2:5][CH2:4][CH2:3][N:2]([CH3:30])[CH3:1].